This data is from Catalyst prediction with 721,799 reactions and 888 catalyst types from USPTO. The task is: Predict which catalyst facilitates the given reaction. (1) Reactant: C(OC([NH:8][CH2:9][CH2:10][CH2:11][N:12]1[C:21]2[C:22]3[CH:23]=[CH:24][CH:25]=[CH:26][C:27]=3[C:28](=[O:29])[C:20]=2[C:19]2[C:14](=[CH:15][C:16]([NH:30][C:31](=[O:40])[CH2:32][CH2:33][CH2:34][CH2:35][C:36]([O:38][CH3:39])=[O:37])=[CH:17][CH:18]=2)[C:13]1=[O:41])=O)(C)(C)C.FC(F)(F)C(O)=O. Product: [NH2:8][CH2:9][CH2:10][CH2:11][N:12]1[C:21]2[C:22]3[CH:23]=[CH:24][CH:25]=[CH:26][C:27]=3[C:28](=[O:29])[C:20]=2[C:19]2[C:14](=[CH:15][C:16]([NH:30][C:31](=[O:40])[CH2:32][CH2:33][CH2:34][CH2:35][C:36]([O:38][CH3:39])=[O:37])=[CH:17][CH:18]=2)[C:13]1=[O:41]. The catalyst class is: 22. (2) Reactant: [NH2:1][C:2]1[CH:3]=[C:4]([NH:9][C:10](=[O:16])[O:11][C:12]([CH3:15])([CH3:14])[CH3:13])[C:5]([Cl:8])=[N:6][CH:7]=1.F[C:18]1[C:23]([C:24]2[N:29]=[C:28]([CH3:30])[N:27]=[C:26]([NH2:31])[N:25]=2)=[CH:22][C:21]([O:32][CH3:33])=[CH:20][N:19]=1.C[Si]([N-][Si](C)(C)C)(C)C.[Na+].C1COCC1.[NH4+].[Cl-]. Product: [NH2:31][C:26]1[N:27]=[C:28]([CH3:30])[N:29]=[C:24]([C:23]2[C:18]([NH:1][C:2]3[CH:3]=[C:4]([NH:9][C:10](=[O:16])[O:11][C:12]([CH3:13])([CH3:15])[CH3:14])[C:5]([Cl:8])=[N:6][CH:7]=3)=[N:19][CH:20]=[C:21]([O:32][CH3:33])[CH:22]=2)[N:25]=1. The catalyst class is: 3. (3) Product: [F:16][C:17]1[CH:18]=[C:19]([N+:24]([O-:26])=[O:25])[CH:20]=[CH:21][C:22]=1[N:12]1[CH2:13][CH2:14][S:9](=[O:15])(=[O:8])[CH2:10][CH2:11]1. The catalyst class is: 58. Reactant: C([O-])([O-])=O.[K+].[K+].Cl.[O:8]=[S:9]1(=[O:15])[CH2:14][CH2:13][NH:12][CH2:11][CH2:10]1.[F:16][C:17]1[CH:18]=[C:19]([N+:24]([O-:26])=[O:25])[CH:20]=[CH:21][C:22]=1F. (4) Reactant: [NH2:1][C:2]1[S:6][C:5]([C:7]2[CH:12]=[CH:11][C:10]([C:13]([OH:16])([CH3:15])[CH3:14])=[CH:9][CH:8]=2)=[N:4][C:3]=1[C:17]([NH2:19])=[O:18].Br[C:21]1[N:26]=[CH:25][C:24]([C:27]([OH:30])([CH3:29])[CH3:28])=[CH:23][CH:22]=1.CC(C1C=C(C(C)C)C(C2C=CC=CC=2P(C2CCCCC2)C2CCCCC2)=C(C(C)C)C=1)C.C(=O)([O-])[O-].[K+].[K+].C(O)(CC)(C)C. Product: [OH:16][C:13]([C:10]1[CH:9]=[CH:8][C:7]([C:5]2[S:6][C:2]([NH:1][C:21]3[CH:22]=[CH:23][C:24]([C:27]([OH:30])([CH3:29])[CH3:28])=[CH:25][N:26]=3)=[C:3]([C:17]([NH2:19])=[O:18])[N:4]=2)=[CH:12][CH:11]=1)([CH3:15])[CH3:14]. The catalyst class is: 110. (5) Reactant: [Br:1][C:2]1[CH:3]=[CH:4][C:5]([N+:9]([O-:11])=[O:10])=[C:6]([OH:8])[CH:7]=1.C([O-])([O-])=O.[K+].[K+].Br[CH2:19]/[CH:20]=[CH:21]/[C:22]([O:24][CH2:25][CH3:26])=[O:23]. Product: [Br:1][C:2]1[CH:3]=[CH:4][C:5]([N+:9]([O-:11])=[O:10])=[C:6]([CH:7]=1)[O:8][CH2:19]/[CH:20]=[CH:21]/[C:22]([O:24][CH2:25][CH3:26])=[O:23]. The catalyst class is: 37. (6) Reactant: CC([Si](C1C=CC=CC=1)(C1C=CC=CC=1)[O:6][CH2:7][C@@H:8]1[CH2:14][C@@H:13]2[C@@H:11]([CH2:12]2)[CH2:10][N:9]1[C:15]([C:17]1[C:22]([C:23]2[N:28]=[CH:27][CH:26]=[CH:25][N:24]=2)=[CH:21][CH:20]=[C:19]([CH3:29])[N:18]=1)=[O:16])(C)C.CCCC[N+](CCCC)(CCCC)CCCC.[F-]. Product: [CH3:29][C:19]1[N:18]=[C:17]([C:15]([N:9]2[C@H:8]([CH2:7][OH:6])[CH2:14][C@@H:13]3[C@@H:11]([CH2:12]3)[CH2:10]2)=[O:16])[C:22]([C:23]2[N:28]=[CH:27][CH:26]=[CH:25][N:24]=2)=[CH:21][CH:20]=1. The catalyst class is: 49. (7) Reactant: C([O:3][C:4](=[O:18])[CH2:5][CH:6]1[C:15](=[O:16])[N:14]([CH3:17])[C:13]2[C:8](=[CH:9][CH:10]=[CH:11][CH:12]=2)[NH:7]1)C.O.[OH-].[Li+:21]. Product: [CH3:17][N:14]1[C:13]2[C:8](=[CH:9][CH:10]=[CH:11][CH:12]=2)[NH:7][CH:6]([CH2:5][C:4]([O-:18])=[O:3])[C:15]1=[O:16].[Li+:21]. The catalyst class is: 20. (8) Reactant: [F:1][C:2]([F:15])([F:14])[S:3]([O:6]S(C(F)(F)F)(=O)=O)(=[O:5])=[O:4].[C:16]([C:18]1[CH:23]=[CH:22][C:21]([C:24]2[CH:29]=[CH:28][CH:27]=[C:26]([C:30]3[CH:31]=[C:32]4[C:37](=[CH:38][CH:39]=3)[CH:36]=[C:35](O)[CH:34]=[CH:33]4)[CH:25]=2)=[CH:20][CH:19]=1)#[N:17].N1C=CC=CC=1.Cl. Product: [F:1][C:2]([F:15])([F:14])[S:3]([O:6][C:35]1[CH:34]=[CH:33][C:32]2[C:37](=[CH:38][CH:39]=[C:30]([C:26]3[CH:25]=[C:24]([C:21]4[CH:20]=[CH:19][C:18]([C:16]#[N:17])=[CH:23][CH:22]=4)[CH:29]=[CH:28][CH:27]=3)[CH:31]=2)[CH:36]=1)(=[O:5])=[O:4]. The catalyst class is: 4. (9) Product: [ClH:1].[F:30][C:10]1[CH:9]=[C:8]([NH:7][C:5](=[O:6])[CH2:66][C:67]([NH:69][C:70]2[CH:75]=[CH:74][C:73]([F:76])=[CH:72][CH:71]=2)=[O:68])[CH:13]=[CH:12][C:11]=1[O:14][C:15]1[CH:20]=[CH:19][N:18]=[C:17]2[NH:21][C:22]([CH3:24])=[CH:23][C:16]=12. Reactant: [ClH:1].FC1C=CC=C(F)C=1[C:5]([NH:7][C:8]1[CH:13]=[CH:12][C:11]([O:14][C:15]2[CH:20]=[CH:19][N:18]=[C:17]3[NH:21][C:22]([C:24]4C=NC=CC=4)=[CH:23][C:16]=23)=[C:10]([F:30])[CH:9]=1)=[O:6].Cl.FC1C=C(NC(=O)[CH2:66][C:67]([NH:69][C:70]2[CH:75]=[CH:74][C:73]([F:76])=[CH:72][CH:71]=2)=[O:68])C=CC=1OC1C2=C(C)C(OCCN3CCOCC3)=CN2N=CN=1.CN(C(ON1N=NC2C=CC=NC1=2)=[N+](C)C)C.F[P-](F)(F)(F)(F)F.CCN(C(C)C)C(C)C. The catalyst class is: 3.